Dataset: HIV replication inhibition screening data with 41,000+ compounds from the AIDS Antiviral Screen. Task: Binary Classification. Given a drug SMILES string, predict its activity (active/inactive) in a high-throughput screening assay against a specified biological target. (1) The compound is COc1cccc2c1[OH+][Zn-2]1([O+]=C2)[O+]=Cc2cccc(OC)c2[OH+]1. The result is 0 (inactive). (2) The molecule is COc1ccc(N=NC(=O)NC(CC(C)C)C(=O)NC(CC(C)C)C(=O)O)cc1. The result is 0 (inactive). (3) The compound is CCOC1OCN(C)CC1(C)C. The result is 0 (inactive). (4) The molecule is C[N+](C)(C)CC(=O)NN=Cc1oc(-c2cccc([N+](=O)[O-])c2)c(-c2cccc([N+](=O)[O-])c2)c1[N+](=O)[O-].[Cl-]. The result is 0 (inactive).